Dataset: Catalyst prediction with 721,799 reactions and 888 catalyst types from USPTO. Task: Predict which catalyst facilitates the given reaction. (1) Reactant: [Cl:1][C:2]1[CH:8]=[CH:7][C:5]([NH2:6])=[C:4]([C:9]2[CH:14]=[C:13]([O:15][CH3:16])[N:12]=[CH:11][N:10]=2)[CH:3]=1.N(OCCC(C)C)=O.N([Si](C)(C)C)=[N+:26]=[N-:27].[C:32]([O:36][CH2:37][CH3:38])(=[O:35])[C:33]#[CH:34]. Product: [Cl:1][C:2]1[CH:8]=[CH:7][C:5]([N:6]2[CH:34]=[C:33]([C:32]([O:36][CH2:37][CH3:38])=[O:35])[N:26]=[N:27]2)=[C:4]([C:9]2[CH:14]=[C:13]([O:15][CH3:16])[N:12]=[CH:11][N:10]=2)[CH:3]=1. The catalyst class is: 496. (2) Reactant: [NH2:1][C:2]1[CH:3]=[C:4]([C:10]2[CH:15]=[CH:14][C:13]([O:16][C:17]3[CH:22]=[CH:21][CH:20]=[CH:19][C:18]=3[C:23]([CH3:26])([CH3:25])[CH3:24])=[C:12]([NH:27][C:28]([NH:30][C:31]3[CH:36]=[CH:35][C:34]([CH3:37])=[CH:33][CH:32]=3)=[O:29])[CH:11]=2)[CH:5]=[CH:6][C:7]=1[O:8][CH3:9].N1C(C)=CC=CC=1C.[F:46][C:47]([F:60])([F:59])[S:48](O[S:48]([C:47]([F:60])([F:59])[F:46])(=[O:50])=[O:49])(=[O:50])=[O:49]. Product: [C:23]([C:18]1[CH:19]=[CH:20][CH:21]=[CH:22][C:17]=1[O:16][C:13]1[CH:14]=[CH:15][C:10]([C:4]2[CH:5]=[CH:6][C:7]([O:8][CH3:9])=[C:2]([NH:1][S:48]([C:47]([F:60])([F:59])[F:46])(=[O:50])=[O:49])[CH:3]=2)=[CH:11][C:12]=1[NH:27][C:28]([NH:30][C:31]1[CH:32]=[CH:33][C:34]([CH3:37])=[CH:35][CH:36]=1)=[O:29])([CH3:26])([CH3:25])[CH3:24]. The catalyst class is: 4. (3) Reactant: [NH2:1][C@H:2]([C:5]1[CH:10]=[CH:9][CH:8]=[CH:7][CH:6]=1)[CH2:3][OH:4].[O:11](C(OC(C)(C)C)=O)[C:12]([O:14][C:15]([CH3:18])([CH3:17])[CH3:16])=O.CCN(C(C)C)C(C)C. Product: [OH:4][CH2:3][C@H:2]([NH:1][C:12](=[O:11])[O:14][C:15]([CH3:18])([CH3:17])[CH3:16])[C:5]1[CH:10]=[CH:9][CH:8]=[CH:7][CH:6]=1. The catalyst class is: 91. (4) Reactant: [H-].[Na+].[F:3][C:4]([F:10])([CH3:9])[C:5]([CH3:8])([OH:7])[CH3:6].[N:11]1[CH:16]=[CH:15][CH:14]=[CH:13][C:12]=1[O:17][C:18](=O)[O:19]C1C=CC=CN=1. Product: [C:18](=[O:19])([O:17][C:12]1[CH:13]=[CH:14][CH:15]=[CH:16][N:11]=1)[O:7][C:5]([CH3:8])([C:4]([F:10])([F:3])[CH3:9])[CH3:6]. The catalyst class is: 49. (5) Reactant: [F:1][C:2]([F:47])([F:46])[CH2:3][C:4]([N:6]([CH2:8][C@@:9]([N:36]([CH3:45])[C:37](=[O:44])[C:38]1[CH:43]=[CH:42][CH:41]=[CH:40][CH:39]=1)([C:28]1[CH:33]=[CH:32][C:31]([Cl:34])=[C:30]([Cl:35])[CH:29]=1)[CH2:10][CH2:11][N:12]1[CH2:17][CH2:16][C:15]2([C:26]3[C:21](=[CH:22][CH:23]=[CH:24][CH:25]=3)[CH2:20][C:19](=[O:27])[NH:18]2)[CH2:14][CH2:13]1)[CH3:7])=[O:5].Cl.O1CCOCC1. Product: [ClH:34].[F:46][C:2]([F:1])([F:47])[CH2:3][C:4]([N:6]([CH2:8][C@@:9]([N:36]([CH3:45])[C:37](=[O:44])[C:38]1[CH:39]=[CH:40][CH:41]=[CH:42][CH:43]=1)([C:28]1[CH:33]=[CH:32][C:31]([Cl:34])=[C:30]([Cl:35])[CH:29]=1)[CH2:10][CH2:11][N:12]1[CH2:13][CH2:14][C:15]2([C:26]3[C:21](=[CH:22][CH:23]=[CH:24][CH:25]=3)[CH2:20][C:19](=[O:27])[NH:18]2)[CH2:16][CH2:17]1)[CH3:7])=[O:5]. The catalyst class is: 22.